Dataset: Full USPTO retrosynthesis dataset with 1.9M reactions from patents (1976-2016). Task: Predict the reactants needed to synthesize the given product. (1) Given the product [NH2:32][C:30](=[O:31])[CH:29]([OH:33])[CH:28]([NH:27][C:19](=[O:20])[C:18]1[CH:22]=[CH:23][CH:24]=[N:25][C:17]=1[N:15]1[CH:16]=[C:10]2[CH2:9][N:8]([CH2:1][C:2]3[CH:3]=[CH:4][CH:5]=[CH:6][CH:7]=3)[CH2:13][CH2:12][C:11]2=[N:14]1)[CH2:34][C:35]1[CH:36]=[CH:37][CH:38]=[CH:39][CH:40]=1, predict the reactants needed to synthesize it. The reactants are: [CH2:1]([N:8]1[CH2:13][CH2:12][C:11]2=[N:14][N:15]([C:17]3[N:25]=[CH:24][CH:23]=[CH:22][C:18]=3[C:19]([O-])=[O:20])[CH:16]=[C:10]2[CH2:9]1)[C:2]1[CH:7]=[CH:6][CH:5]=[CH:4][CH:3]=1.[Na+].[NH2:27][CH:28]([CH2:34][C:35]1[CH:40]=[CH:39][CH:38]=[CH:37][CH:36]=1)[CH:29]([OH:33])[C:30]([NH2:32])=[O:31]. (2) Given the product [CH2:1]([CH:3]([CH2:17][CH3:18])[C@@H:4]([C:14]([NH2:16])=[O:15])[NH2:5])[CH3:2], predict the reactants needed to synthesize it. The reactants are: [CH2:1]([CH:3]([CH2:17][CH3:18])[C@@H:4]([C:14]([NH2:16])=[O:15])[NH:5][C@H](C1C=CC=CC=1)C)[CH3:2]. (3) The reactants are: I[C:2]1[CH:7]=[CH:6][C:5]([CH2:8][CH:9]([NH:11][C:12](=[O:14])[CH3:13])[CH3:10])=[CH:4][CH:3]=1.[Cl:15][C:16]1[CH:21]=[CH:20][C:19]([C:22]#[CH:23])=[CH:18][CH:17]=1.O. Given the product [Cl:15][C:16]1[CH:21]=[CH:20][C:19]([C:22]#[C:23][C:2]2[CH:7]=[CH:6][C:5]([CH2:8][CH:9]([NH:11][C:12](=[O:14])[CH3:13])[CH3:10])=[CH:4][CH:3]=2)=[CH:18][CH:17]=1, predict the reactants needed to synthesize it.